From a dataset of Catalyst prediction with 721,799 reactions and 888 catalyst types from USPTO. Predict which catalyst facilitates the given reaction. (1) Reactant: [F:1][C:2]1[CH:7]=[CH:6][C:5]([C:8]2[C:17]([NH:18][CH:19]3[CH2:24][CH2:23][O:22][CH2:21][CH2:20]3)=[N:16][C:15]3[C:10](=[CH:11][CH:12]=[C:13]([C:25]([O:27][CH2:28]C)=[O:26])[CH:14]=3)[N:9]=2)=[CH:4][CH:3]=1.[H-].[Na+].[CH3:32]I. Product: [F:1][C:2]1[CH:7]=[CH:6][C:5]([C:8]2[C:17]([N:18]([CH3:32])[CH:19]3[CH2:20][CH2:21][O:22][CH2:23][CH2:24]3)=[N:16][C:15]3[C:10](=[CH:11][CH:12]=[C:13]([C:25]([O:27][CH3:28])=[O:26])[CH:14]=3)[N:9]=2)=[CH:4][CH:3]=1. The catalyst class is: 7. (2) Product: [F:1][C:2]([C:3]1[CH:4]=[C:5]([NH2:6])[N:17]([C:11]2[CH:16]=[CH:15][CH:14]=[CH:13][CH:12]=2)[N:18]=1)([F:9])[CH3:8]. Reactant: [F:1][C:2]([F:9])([CH3:8])[C:3](=O)[CH2:4][C:5]#[N:6].Cl.[C:11]1([NH:17][NH2:18])[CH:16]=[CH:15][CH:14]=[CH:13][CH:12]=1. The catalyst class is: 8. (3) Reactant: [NH2:1][C@H:2]([C:34]1[CH:39]=[CH:38][CH:37]=[CH:36][CH:35]=1)[CH2:3][N:4]1[C:9](=[O:10])[C:8]([C:11]2[CH:16]=[CH:15][CH:14]=[C:13]([O:17][CH3:18])[C:12]=2[F:19])=[C:7]([CH3:20])[N:6]([CH2:21][C:22]2[C:27]([S:28]([CH3:31])(=[O:30])=[O:29])=[CH:26][CH:25]=[CH:24][C:23]=2[F:32])[C:5]1=[O:33].[C:40](=[O:43])([O-])[O-].[Na+].[Na+].C([O:49][CH2:50][CH3:51])(=O)C. Product: [C:40]1(=[O:43])[N:1]([CH2:2][CH2:34][CH2:35][NH:1][C@H:2]([C:34]2[CH:35]=[CH:36][CH:37]=[CH:38][CH:39]=2)[CH2:3][N:4]2[C:9](=[O:10])[C:8]([C:11]3[CH:16]=[CH:15][CH:14]=[C:13]([O:17][CH3:18])[C:12]=3[F:19])=[C:7]([CH3:20])[N:6]([CH2:21][C:22]3[C:27]([S:28]([CH3:31])(=[O:30])=[O:29])=[CH:26][CH:25]=[CH:24][C:23]=3[F:32])[C:5]2=[O:33])[C:50](=[O:49])[C:51]2=[CH:20][CH:7]=[CH:8][CH:11]=[C:12]12. The catalyst class is: 3. (4) Reactant: [Br:1][C:2]1[C:11]2[C:6](=[CH:7][CH:8]=[C:9]([C:12]([OH:14])=O)[CH:10]=2)[CH:5]=[N:4][CH:3]=1.C(N1C=CN=C1)([N:17]1C=CN=C1)=O.[Cl-].[NH4+].C(N(CC)CC)C. Product: [Br:1][C:2]1[C:11]2[C:6](=[CH:7][CH:8]=[C:9]([C:12]([NH2:17])=[O:14])[CH:10]=2)[CH:5]=[N:4][CH:3]=1. The catalyst class is: 4. (5) Reactant: [F:1][C:2]1[CH:40]=[C:39]([NH:41][C:42]([C:44]2[C:45](=[O:57])[N:46]([C:50]3[CH:55]=[CH:54][C:53]([F:56])=[CH:52][CH:51]=3)[N:47]=[CH:48][CH:49]=2)=[O:43])[CH:38]=[CH:37][C:3]=1[O:4][C:5]1[CH:10]=[CH:9][N:8]=[C:7]2[N:11]([CH2:28][C:29]3[CH:34]=[CH:33][C:32]([O:35][CH3:36])=[CH:31][CH:30]=3)[N:12]=[C:13]([O:14][CH:15]3[CH2:20][CH2:19][N:18](C(OC(C)(C)C)=O)[CH2:17][CH2:16]3)[C:6]=12.C(O)(C(F)(F)F)=O. Product: [F:1][C:2]1[CH:40]=[C:39]([NH:41][C:42]([C:44]2[C:45](=[O:57])[N:46]([C:50]3[CH:51]=[CH:52][C:53]([F:56])=[CH:54][CH:55]=3)[N:47]=[CH:48][CH:49]=2)=[O:43])[CH:38]=[CH:37][C:3]=1[O:4][C:5]1[CH:10]=[CH:9][N:8]=[C:7]2[N:11]([CH2:28][C:29]3[CH:34]=[CH:33][C:32]([O:35][CH3:36])=[CH:31][CH:30]=3)[N:12]=[C:13]([O:14][CH:15]3[CH2:20][CH2:19][NH:18][CH2:17][CH2:16]3)[C:6]=12. The catalyst class is: 2. (6) Reactant: [C:1]([C:5]1[CH:10]=[CH:9][CH:8]=[CH:7][C:6]=1[NH2:11])([CH3:4])([CH3:3])[CH3:2].[N+:12]([O-])([O-:14])=[O:13].[K+]. Product: [C:1]([C:5]1[CH:10]=[CH:9][C:8]([N+:12]([O-:14])=[O:13])=[CH:7][C:6]=1[NH2:11])([CH3:4])([CH3:2])[CH3:3]. The catalyst class is: 65. (7) Reactant: [CH2:1]1[C:9]2[C:4](=[CH:5][CH:6]=[CH:7][CH:8]=2)[CH2:3][CH2:2]1.[C:10](OC(=O)C)(=[O:12])[CH3:11]. Product: [CH2:1]1[C:9]2[C:4](=[CH:5][CH:6]=[C:7]([C:10](=[O:12])[CH3:11])[CH:8]=2)[CH2:3][CH2:2]1. The catalyst class is: 2. (8) Reactant: [Al+3].[Cl-].[Cl-].[Cl-].Cl[CH2:6][CH2:7][C:8]([NH:10][C:11]1[CH:16]=[CH:15][CH:14]=[CH:13][CH:12]=1)=[O:9]. Product: [NH:10]1[C:11]2[C:16](=[CH:15][CH:14]=[CH:13][CH:12]=2)[CH2:6][CH2:7][C:8]1=[O:9]. The catalyst class is: 605. (9) Reactant: [F:1][C:2]1[CH:7]=[C:6]([N+:8]([O-:10])=[O:9])[CH:5]=[CH:4][C:3]=1[N:11]1[CH:15]=[C:14]2[CH2:16][N:17]([CH2:19]C#N)[CH2:18][C:13]2=[N:12]1.[N-:22]=[N+:23]=[N-:24].[Na+].[Cl-].[NH4+:27]. Product: [F:1][C:2]1[CH:7]=[C:6]([N+:8]([O-:10])=[O:9])[CH:5]=[CH:4][C:3]=1[N:11]1[CH:15]=[C:14]2[CH2:16][N:17]([C:19]3[N:22]=[N:23][NH:24][N:27]=3)[CH2:18][C:13]2=[N:12]1. The catalyst class is: 3.